From a dataset of TCR-epitope binding with 47,182 pairs between 192 epitopes and 23,139 TCRs. Binary Classification. Given a T-cell receptor sequence (or CDR3 region) and an epitope sequence, predict whether binding occurs between them. (1) The epitope is KLWAQCVQL. The TCR CDR3 sequence is CASSYSYNTEAFF. Result: 1 (the TCR binds to the epitope). (2) The epitope is SEVGPEHSLAEY. The TCR CDR3 sequence is CASSLEGGRLFF. Result: 1 (the TCR binds to the epitope). (3) The epitope is LQPFPQPELPYPQPQ. The TCR CDR3 sequence is CASSPGESGTGELFF. Result: 0 (the TCR does not bind to the epitope). (4) The epitope is CINGVCWTV. The TCR CDR3 sequence is CASSPTVNEQFF. Result: 0 (the TCR does not bind to the epitope). (5) The epitope is FVDGVPFVV. The TCR CDR3 sequence is CASSDLNQPQHF. Result: 1 (the TCR binds to the epitope).